From a dataset of Catalyst prediction with 721,799 reactions and 888 catalyst types from USPTO. Predict which catalyst facilitates the given reaction. (1) Reactant: [N+:1]([C:4]1[CH:9]=[CH:8][C:7]([OH:10])=[CH:6][CH:5]=1)([O-:3])=[O:2].C(N(CC)CC)C.[F:18][C:19]([F:32])([F:31])[S:20](O[S:20]([C:19]([F:32])([F:31])[F:18])(=[O:22])=[O:21])(=[O:22])=[O:21]. Product: [F:18][C:19]([F:32])([F:31])[S:20]([O:10][C:7]1[CH:8]=[CH:9][C:4]([N+:1]([O-:3])=[O:2])=[CH:5][CH:6]=1)(=[O:22])=[O:21]. The catalyst class is: 2. (2) Reactant: Cl[CH2:2][C:3](=O)[C:4](=[N:10][OH:11])[C:5]([O:7][CH2:8][CH3:9])=[O:6].[C:13]([NH2:21])(=[S:20])[C:14]1[CH:19]=[CH:18][CH:17]=[CH:16][CH:15]=1. Product: [N:10](=[C:4]([C:3]1[N:21]=[C:13]([C:14]2[CH:19]=[CH:18][CH:17]=[CH:16][CH:15]=2)[S:20][CH:2]=1)[C:5]([O:7][CH2:8][CH3:9])=[O:6])[OH:11]. The catalyst class is: 48. (3) Reactant: Br[C:2]1[CH:9]=[CH:8][C:7]([CH2:10][O:11][CH3:12])=[CH:6][C:3]=1[C:4]#[N:5].[Li]CCCC.[C:18]1(=[O:22])[CH2:21][CH2:20][CH2:19]1. Product: [OH:22][C:18]1([C:2]2[CH:9]=[CH:8][C:7]([CH2:10][O:11][CH3:12])=[CH:6][C:3]=2[C:4]#[N:5])[CH2:21][CH2:20][CH2:19]1. The catalyst class is: 1. (4) Reactant: [NH2:1][C:2]1[N:7]=[CH:6][N:5]=[C:4]2[N:8]([C:12]3[CH:13]=[C:14]([N:18]([CH3:30])[C:19](=[O:29])/[CH:20]=[CH:21]/[CH2:22][N:23]([CH:25]4[CH2:28][CH2:27][CH2:26]4)[CH3:24])[CH:15]=[CH:16][CH:17]=3)[N:9]=[C:10](I)[C:3]=12.[CH3:31][O:32][C:33]1[CH:34]=[C:35](B2OC(C)(C)C(C)(C)O2)[CH:36]=[CH:37][C:38]=1[CH3:39]. Product: [NH2:1][C:2]1[N:7]=[CH:6][N:5]=[C:4]2[N:8]([C:12]3[CH:13]=[C:14]([N:18]([CH3:30])[C:19](=[O:29])/[CH:20]=[CH:21]/[CH2:22][N:23]([CH:25]4[CH2:28][CH2:27][CH2:26]4)[CH3:24])[CH:15]=[CH:16][CH:17]=3)[N:9]=[C:10]([C:35]3[CH:36]=[CH:37][C:38]([CH3:39])=[C:33]([O:32][CH3:31])[CH:34]=3)[C:3]=12. The catalyst class is: 710.